This data is from Forward reaction prediction with 1.9M reactions from USPTO patents (1976-2016). The task is: Predict the product of the given reaction. (1) Given the reactants [C:1]([O:5][C:6]([NH:8][C@H:9]([C:20]([NH:22][C@@H:23]([C:25]([NH:27][CH2:28][C@@H:29]([NH2:37])[CH2:30][C:31]1[CH:36]=[CH:35][CH:34]=[CH:33][CH:32]=1)=[O:26])[CH3:24])=[O:21])[CH2:10][C:11]1[C:16]([CH3:17])=[CH:15][C:14]([OH:18])=[CH:13][C:12]=1[CH3:19])=[O:7])([CH3:4])([CH3:3])[CH3:2].[CH2:38]([O:45][C:46]([NH:48][C:49](N1C=CC=N1)=[N:50][C:51]([O:53][CH2:54][C:55]1[CH:60]=[CH:59][CH:58]=[CH:57][CH:56]=1)=[O:52])=[O:47])[C:39]1[CH:44]=[CH:43][CH:42]=[CH:41][CH:40]=1.C(N(CC)C(C)C)(C)C, predict the reaction product. The product is: [C:1]([O:5][C:6]([NH:8][C@H:9]([C:20]([NH:22][C@@H:23]([C:25]([NH:27][CH2:28][C@@H:29]([NH:37]/[C:49](/[NH:50][C:51]([O:53][CH2:54][C:55]1[CH:60]=[CH:59][CH:58]=[CH:57][CH:56]=1)=[O:52])=[N:48]\[C:46]([O:45][CH2:38][C:39]1[CH:44]=[CH:43][CH:42]=[CH:41][CH:40]=1)=[O:47])[CH2:30][C:31]1[CH:36]=[CH:35][CH:34]=[CH:33][CH:32]=1)=[O:26])[CH3:24])=[O:21])[CH2:10][C:11]1[C:16]([CH3:17])=[CH:15][C:14]([OH:18])=[CH:13][C:12]=1[CH3:19])=[O:7])([CH3:2])([CH3:3])[CH3:4]. (2) Given the reactants C[O:2][C:3](=O)[C:4]1[CH:9]=[C:8]([O:10][CH3:11])[CH:7]=[CH:6][C:5]=1[NH:12][C:13]([C:15]1[C:24]2[C:19](=[CH:20][CH:21]=[CH:22][CH:23]=2)[N:18]=[CH:17][CH:16]=1)=[O:14].[CH:26]1([CH2:30][NH2:31])[CH2:29][CH2:28][CH2:27]1, predict the reaction product. The product is: [CH:26]1([CH2:30][NH:31][C:3]([C:4]2[CH:9]=[C:8]([O:10][CH3:11])[CH:7]=[CH:6][C:5]=2[NH:12][C:13]([C:15]2[C:24]3[C:19](=[CH:20][CH:21]=[CH:22][CH:23]=3)[N:18]=[CH:17][CH:16]=2)=[O:14])=[O:2])[CH2:29][CH2:28][CH2:27]1. (3) Given the reactants Cl[C:2]1[N:7]=[C:6]([C:8]2[CH:9]=[CH:10][C:11]([O:16][CH:17]3[CH2:22][CH2:21][O:20][CH2:19][CH2:18]3)=[C:12]([CH:15]=2)[C:13]#[N:14])[CH:5]=[CH:4][N:3]=1.[O:23]1[CH2:28][CH2:27][N:26]([C:29]2[CH:30]=[CH:31][C:32]([NH2:35])=[N:33][CH:34]=2)[CH2:25][CH2:24]1.C([O-])([O-])=O.[Cs+].[Cs+], predict the reaction product. The product is: [N:26]1([C:29]2[CH:30]=[CH:31][C:32]([NH:35][C:2]3[N:7]=[C:6]([C:8]4[CH:9]=[CH:10][C:11]([O:16][CH:17]5[CH2:22][CH2:21][O:20][CH2:19][CH2:18]5)=[C:12]([CH:15]=4)[C:13]#[N:14])[CH:5]=[CH:4][N:3]=3)=[N:33][CH:34]=2)[CH2:27][CH2:28][O:23][CH2:24][CH2:25]1. (4) The product is: [NH2:2][C@H:3]([C:8]([NH:10][C@H:11]([C:16]([O:18][CH3:19])=[O:17])[CH2:12][CH:13]([CH3:14])[CH3:15])=[O:9])[CH2:4][CH:5]([CH3:6])[CH3:7].[ClH:1]. Given the reactants [ClH:1].[NH:2](C(OC(C)(C)C)=O)[C@H:3]([C:8]([NH:10][C@H:11]([C:16]([O:18][CH3:19])=[O:17])[CH2:12][CH:13]([CH3:15])[CH3:14])=[O:9])[CH2:4][CH:5]([CH3:7])[CH3:6].C(OCC)(=O)C, predict the reaction product. (5) Given the reactants [CH3:1][C:2]([C@H:4]1[C@@H:8]2[C@@H:9]3[C@@:22]([CH3:25])([CH2:23][CH2:24][C@@:7]2([C:31]([OH:33])=[O:32])[CH2:6][CH2:5]1)[C@@:21]1([CH3:26])[C@@H:12]([C@:13]2([CH3:30])[C@@H:18]([CH2:19][CH2:20]1)[C:17]([CH3:28])([CH3:27])[C@@H:16]([OH:29])[CH2:15][CH2:14]2)[CH2:11][CH2:10]3)=[CH2:3].C(=O)([O-])[O-].[K+].[K+].[CH2:40](Br)[C:41]1[CH:46]=[CH:45][CH:44]=[CH:43][CH:42]=1, predict the reaction product. The product is: [OH:29][C@H:16]1[CH2:15][CH2:14][C@@:13]2([CH3:30])[C@@H:18]([CH2:19][CH2:20][C@:21]3([CH3:26])[C@@H:12]2[CH2:11][CH2:10][C@H:9]2[C@@:22]3([CH3:25])[CH2:23][CH2:24][C@@:7]3([C:31]([O:33][CH2:40][C:41]4[CH:46]=[CH:45][CH:44]=[CH:43][CH:42]=4)=[O:32])[CH2:6][CH2:5][C@@H:4]([C:2]([CH3:1])=[CH2:3])[C@@H:8]32)[C:17]1([CH3:27])[CH3:28]. (6) The product is: [Cl:1][C:2]1[C:7]([N+:8]([O-:10])=[O:9])=[CH:6][CH:5]=[C:4]([Cl:11])[C:3]=1[C:12]1[C:13](=[O:22])[N:14]([CH3:24])[C:15]2[C:20]([CH:21]=1)=[CH:19][CH:18]=[CH:17][CH:16]=2. Given the reactants [Cl:1][C:2]1[C:7]([N+:8]([O-:10])=[O:9])=[CH:6][CH:5]=[C:4]([Cl:11])[C:3]=1[C:12]1[C:13](=[O:22])[NH:14][C:15]2[C:20]([CH:21]=1)=[CH:19][CH:18]=[CH:17][CH:16]=2.I[CH3:24], predict the reaction product. (7) Given the reactants [CH3:1][C:2]([NH:15][CH2:16][C@@H:17]([OH:30])[CH2:18][O:19][CH:20]([C:22]1[CH:27]=[CH:26][CH:25]=[CH:24][C:23]=1[O:28][CH3:29])[CH3:21])([CH3:14])[CH2:3][C:4]1[CH:13]=[CH:12][C:11]2[C:6](=[CH:7][CH:8]=[CH:9][CH:10]=2)[CH:5]=1.C(OCC)(=O)C.[ClH:37], predict the reaction product. The product is: [ClH:37].[CH3:1][C:2]([NH:15][CH2:16][C@@H:17]([OH:30])[CH2:18][O:19][CH:20]([C:22]1[CH:27]=[CH:26][CH:25]=[CH:24][C:23]=1[O:28][CH3:29])[CH3:21])([CH3:14])[CH2:3][C:4]1[CH:13]=[CH:12][C:11]2[C:6](=[CH:7][CH:8]=[CH:9][CH:10]=2)[CH:5]=1.